This data is from Acute oral toxicity (LD50) regression data from Zhu et al.. The task is: Regression/Classification. Given a drug SMILES string, predict its toxicity properties. Task type varies by dataset: regression for continuous values (e.g., LD50, hERG inhibition percentage) or binary classification for toxic/non-toxic outcomes (e.g., AMES mutagenicity, cardiotoxicity, hepatotoxicity). Dataset: ld50_zhu. (1) The drug is OC1(c2ccc(F)cc2)c2ccccc2C2=NCCN21. The rat oral LD50 is 3.13, given as -log10 of the dose in mol/kg body weight (higher means more acutely toxic). (2) The rat oral LD50 is 1.94, given as -log10 of the dose in mol/kg body weight (higher means more acutely toxic). The compound is O=C(O)C(O)(c1ccccc1)C1CCCCC1.